Dataset: Reaction yield outcomes from USPTO patents with 853,638 reactions. Task: Predict the reaction yield, written as a fraction of the theoretical maximum amount of product (1.0 means a 100% yield; for example, 0.34 means a 34% yield). (1) The reactants are [C:1]([O:5][C:6]([NH:8][C@@H:9]1[CH2:14][CH2:13][N:12](C(OCC2C=CC=CC=2)=O)[CH2:11][C@H:10]1[O:25][CH3:26])=[O:7])([CH3:4])([CH3:3])[CH3:2]. The catalyst is CO.[Pd]. The product is [CH3:26][O:25][C@H:10]1[C@H:9]([NH:8][C:6](=[O:7])[O:5][C:1]([CH3:3])([CH3:2])[CH3:4])[CH2:14][CH2:13][NH:12][CH2:11]1. The yield is 0.980. (2) The reactants are [Cl:1][C:2]1[CH:7]=[CH:6][C:5]([NH:8][C:9]([CH:11]2[CH2:16][S:15][CH2:14][CH:13]([C:17]3[CH:22]=[CH:21][C:20]([O:23][CH3:24])=[C:19]([O:25][CH3:26])[CH:18]=3)[NH:12]2)=O)=[CH:4][C:3]=1[O:27][CH3:28]. The catalyst is C1(C)C=CC=CC=1. The product is [Cl:1][C:2]1[CH:7]=[CH:6][C:5]([NH:8][CH2:9][CH:11]2[CH2:16][S:15][CH2:14][CH:13]([C:17]3[CH:22]=[CH:21][C:20]([O:23][CH3:24])=[C:19]([O:25][CH3:26])[CH:18]=3)[NH:12]2)=[CH:4][C:3]=1[O:27][CH3:28]. The yield is 0.950. (3) The reactants are [CH3:1][O:2][C:3]1[CH:4]=[C:5]2[C:10](=[CH:11][C:12]=1[O:13][CH3:14])[N:9]=[CH:8][CH:7]=[C:6]2[O:15][C:16]1[C:22]([CH3:23])=[CH:21][C:19]([NH2:20])=[C:18]([CH3:24])[CH:17]=1.Cl[C:26](Cl)([O:28][C:29](=[O:35])OC(Cl)(Cl)Cl)Cl.[CH:37]1([CH2:43]CO)[CH2:42][CH2:41][CH2:40][CH2:39][CH2:38]1.C(=O)(O)[O-].[Na+]. The catalyst is C(Cl)Cl.C(N(CC)CC)C.C1(C)C=CC=CC=1. The product is [CH3:1][O:2][C:3]1[CH:4]=[C:5]2[C:10](=[CH:11][C:12]=1[O:13][CH3:14])[N:9]=[CH:8][CH:7]=[C:6]2[O:15][C:16]1[C:22]([CH3:23])=[CH:21][C:19]([NH:20][C:29](=[O:35])[O:28][CH2:26][CH2:43][CH:37]2[CH2:42][CH2:41][CH2:40][CH2:39][CH2:38]2)=[C:18]([CH3:24])[CH:17]=1. The yield is 0.880.